Dataset: Forward reaction prediction with 1.9M reactions from USPTO patents (1976-2016). Task: Predict the product of the given reaction. (1) Given the reactants [CH:1]([C:4]1[N:5]=[C:6]([C:9]2[N:18]=[C:17](O)[C:16]3[C:11](=[CH:12][CH:13]=[CH:14][CH:15]=3)[N:10]=2)[S:7][CH:8]=1)([CH3:3])[CH3:2].P(Cl)(Cl)([Cl:22])=O.[OH-].[Na+], predict the reaction product. The product is: [Cl:22][C:17]1[C:16]2[C:11](=[CH:12][CH:13]=[CH:14][CH:15]=2)[N:10]=[C:9]([C:6]2[S:7][CH:8]=[C:4]([CH:1]([CH3:3])[CH3:2])[N:5]=2)[N:18]=1. (2) Given the reactants C([O:8][C:9]([C@H:11]1[CH2:16][CH2:15][C@@H:14]([NH:17][CH2:18][CH:19]2[CH2:23][CH2:22][CH2:21][N:20]2[C:24](=[O:45])[CH2:25][C:26]2[CH:31]=[CH:30][C:29]([NH:32][C:33]([NH:35][C:36]3[CH:41]=[CH:40][CH:39]=[CH:38][C:37]=3[CH3:42])=[O:34])=[C:28]([O:43][CH3:44])[CH:27]=2)[CH2:13][CH2:12]1)=[O:10])C1C=CC=CC=1.[OH-].[Na+], predict the reaction product. The product is: [CH3:44][O:43][C:28]1[CH:27]=[C:26]([CH2:25][C:24]([N:20]2[CH2:21][CH2:22][CH2:23][CH:19]2[CH2:18][NH:17][C@@H:14]2[CH2:15][CH2:16][C@H:11]([C:9]([OH:10])=[O:8])[CH2:12][CH2:13]2)=[O:45])[CH:31]=[CH:30][C:29]=1[NH:32][C:33]([NH:35][C:36]1[CH:41]=[CH:40][CH:39]=[CH:38][C:37]=1[CH3:42])=[O:34]. (3) Given the reactants [Si]([N:5]=[N+:6]=[N-:7])(C)(C)C.C(O)(=O)C.[C:12]1(=[O:17])[CH2:16][CH2:15][CH:14]=[CH:13]1.C([O-])(O)=O.[Na+], predict the reaction product. The product is: [N:5]([CH:14]1[CH2:15][CH2:16][C:12](=[O:17])[CH2:13]1)=[N+:6]=[N-:7]. (4) Given the reactants [F:1][CH:2]([F:11])[S:3][C:4]1[CH:10]=[CH:9][C:7]([NH2:8])=[CH:6][CH:5]=1.[NH:12]1[C:20]2[C:15](=[CH:16][C:17]([CH2:21][C:22](O)=[O:23])=[CH:18][CH:19]=2)[CH:14]=[CH:13]1.N, predict the reaction product. The product is: [F:11][CH:2]([F:1])[S:3][C:4]1[CH:10]=[CH:9][C:7]([NH:8][C:22](=[O:23])[CH2:21][C:17]2[CH:16]=[C:15]3[C:20](=[CH:19][CH:18]=2)[NH:12][CH:13]=[CH:14]3)=[CH:6][CH:5]=1. (5) Given the reactants [CH2:1]([O:3][C:4]1[CH:12]=[C:11]([S:13]([CH3:16])(=[O:15])=[O:14])[CH:10]=[CH:9][C:5]=1[C:6](Cl)=O)[CH3:2].[Cl:17][C:18]1[CH:23]=[CH:22][C:21]([C:24]2([CH3:50])[C:28]([C:30]3[CH:35]=[CH:34][C:33]([Cl:36])=[CH:32][CH:31]=3)([CH3:29])[NH:27]C(C3C=CC(C(C)(C)C)=CC=3OCC)=[N:25]2)=[CH:20][CH:19]=1, predict the reaction product. The product is: [Cl:17][C:18]1[CH:23]=[CH:22][C:21]([C:24]2([CH3:50])[C:28]([C:30]3[CH:31]=[CH:32][C:33]([Cl:36])=[CH:34][CH:35]=3)([CH3:29])[NH:27][C:6]([C:5]3[CH:9]=[CH:10][C:11]([S:13]([CH3:16])(=[O:15])=[O:14])=[CH:12][C:4]=3[O:3][CH2:1][CH3:2])=[N:25]2)=[CH:20][CH:19]=1. (6) Given the reactants C(OC(=O)[NH:7][CH2:8][CH2:9][NH:10][CH:11]([C:15]1[O:16][C:17]2[C:22]([C:23](=[O:32])[C:24]=1[CH2:25][C:26]1[CH:31]=[CH:30][CH:29]=[CH:28][CH:27]=1)=[CH:21][CH:20]=[C:19]([Cl:33])[CH:18]=2)[CH:12]([CH3:14])[CH3:13])(C)(C)C, predict the reaction product. The product is: [NH2:7][CH2:8][CH2:9][NH:10][CH:11]([C:15]1[O:16][C:17]2[C:22]([C:23](=[O:32])[C:24]=1[CH2:25][C:26]1[CH:27]=[CH:28][CH:29]=[CH:30][CH:31]=1)=[CH:21][CH:20]=[C:19]([Cl:33])[CH:18]=2)[CH:12]([CH3:13])[CH3:14]. (7) Given the reactants [C:1](O)(=[O:3])[CH3:2].Cl.[NH2:6][C:7]1[CH:30]=[CH:29][CH:28]=[CH:27][C:8]=1[C:9]([NH:11][C:12]1[CH:17]=[CH:16][C:15]([N:18]2[CH:24]3[CH2:25][CH2:26][N:21]([CH2:22][CH2:23]3)[CH2:20][CH2:19]2)=[CH:14][CH:13]=1)=[O:10].C([O-])(=O)C.[Na+].C(=O)(O)[O-].[Na+], predict the reaction product. The product is: [C:1]([NH:6][C:7]1[CH:30]=[CH:29][CH:28]=[CH:27][C:8]=1[C:9]([NH:11][C:12]1[CH:13]=[CH:14][C:15]([N:18]2[CH:24]3[CH2:25][CH2:26][N:21]([CH2:22][CH2:23]3)[CH2:20][CH2:19]2)=[CH:16][CH:17]=1)=[O:10])(=[O:3])[CH3:2].